Dataset: Catalyst prediction with 721,799 reactions and 888 catalyst types from USPTO. Task: Predict which catalyst facilitates the given reaction. (1) Reactant: [NH2:1][C:2]1[C:9]([I:10])=[CH:8][C:5]([C:6]#[N:7])=[C:4](Cl)[CH:3]=1.[NH:12]1[CH2:17][CH2:16][O:15][CH2:14][CH2:13]1.C(=O)([O-])[O-].[K+].[K+]. Product: [NH2:1][C:2]1[C:9]([I:10])=[CH:8][C:5]([C:6]#[N:7])=[C:4]([N:12]2[CH2:17][CH2:16][O:15][CH2:14][CH2:13]2)[CH:3]=1. The catalyst class is: 58. (2) Reactant: [Cl:1][C:2]1[C:10]2[NH:9][C:8](=[O:11])[N:7]([CH:12]3[CH2:17][CH2:16][N:15](C(OC(C)(C)C)=O)[CH2:14][CH2:13]3)[C:6]=2[CH:5]=[CH:4][CH:3]=1.N. Product: [Cl:1][C:2]1[C:10]2[NH:9][C:8](=[O:11])[N:7]([CH:12]3[CH2:17][CH2:16][NH:15][CH2:14][CH2:13]3)[C:6]=2[CH:5]=[CH:4][CH:3]=1. The catalyst class is: 98. (3) Reactant: O=[C:2]1[C:11]2[N:12]=[CH:13][N:14]=[CH:15][C:10]=2[C:9]2[CH:8]=[CH:7][C:6]([C:16]([O:18][CH3:19])=[O:17])=[CH:5][C:4]=2[NH:3]1.CCN(C(C)C)C(C)C.O=P(Cl)(Cl)[Cl:31].O. Product: [Cl:31][C:2]1[C:11]2[N:12]=[CH:13][N:14]=[CH:15][C:10]=2[C:9]2[CH:8]=[CH:7][C:6]([C:16]([O:18][CH3:19])=[O:17])=[CH:5][C:4]=2[N:3]=1. The catalyst class is: 11.